From a dataset of Catalyst prediction with 721,799 reactions and 888 catalyst types from USPTO. Predict which catalyst facilitates the given reaction. Reactant: [C:1]([O:5][C:6]([CH:8]1[CH:14]([NH:15]C(OCC2C=CC(OC)=CC=2)=O)[CH2:13][CH:12]=[CH:11][CH2:10][N:9]1[S:28]([C:31]1[CH:36]=[CH:35][C:34]([O:37][CH3:38])=[CH:33][CH:32]=1)(=[O:30])=[O:29])=[O:7])([CH3:4])([CH3:3])[CH3:2].FC(F)(F)C(O)=O. Product: [C:1]([O:5][C:6]([CH:8]1[CH:14]([NH2:15])[CH2:13][CH:12]=[CH:11][CH2:10][N:9]1[S:28]([C:31]1[CH:36]=[CH:35][C:34]([O:37][CH3:38])=[CH:33][CH:32]=1)(=[O:30])=[O:29])=[O:7])([CH3:4])([CH3:3])[CH3:2]. The catalyst class is: 4.